Predict the reaction yield, written as a fraction of the theoretical maximum amount of product (1.0 means a 100% yield; for example, 0.34 means a 34% yield). From a dataset of Reaction yield outcomes from USPTO patents with 853,638 reactions. (1) The reactants are C[O:2][C:3](=[O:42])[CH2:4][C@H:5]([OH:41])[CH2:6][C@H:7]([OH:40])[CH:8]=[CH:9][C:10]1[N:11]([CH:37]([CH3:39])[CH3:38])[C:12]([C:28](=[O:36])[NH:29][C:30]2[CH:35]=[CH:34][CH:33]=[CH:32][CH:31]=2)=[C:13]([C:22]2[CH:27]=[CH:26][CH:25]=[CH:24][CH:23]=2)[C:14]=1[C:15]1[CH:20]=[CH:19][C:18]([F:21])=[CH:17][CH:16]=1.C(O)C.O.[OH-].[Na+:48]. The catalyst is CO.C(Cl)Cl. The product is [Na+:48].[F:21][C:18]1[CH:19]=[CH:20][C:15]([C:14]2[C:13]([C:22]3[CH:23]=[CH:24][CH:25]=[CH:26][CH:27]=3)=[C:12]([C:28](=[O:36])[NH:29][C:30]3[CH:35]=[CH:34][CH:33]=[CH:32][CH:31]=3)[N:11]([CH:37]([CH3:39])[CH3:38])[C:10]=2[CH:9]=[CH:8][C@H:7]([OH:40])[CH2:6][C@@H:5]([OH:41])[CH2:4][C:3]([O-:42])=[O:2])=[CH:16][CH:17]=1. The yield is 0.990. (2) The reactants are Br[C:2]1[CH:10]=[CH:9][C:5]([C:6]([OH:8])=[O:7])=[C:4]([CH3:11])[CH:3]=1.[Li]CCCC.CN([CH:20]=[O:21])C. The catalyst is C1COCC1. The product is [CH:20]([C:2]1[CH:10]=[CH:9][C:5]([C:6]([OH:8])=[O:7])=[C:4]([CH3:11])[CH:3]=1)=[O:21]. The yield is 0.400.